This data is from Full USPTO retrosynthesis dataset with 1.9M reactions from patents (1976-2016). The task is: Predict the reactants needed to synthesize the given product. Given the product [Si:1]([O:8][CH2:9][C:10]1[N:11]([CH3:24])[C:12]2[C:17]([CH:18]=1)=[CH:16][C:15]1[C:19](=[N:30][CH2:29][C:28]3[CH:31]=[CH:32][C:33]([O:35][CH3:36])=[CH:34][C:27]=3[O:26][CH3:25])[CH2:20][CH2:21][CH2:22][C:14]=1[CH:13]=2)([C:4]([CH3:5])([CH3:7])[CH3:6])([CH3:2])[CH3:3], predict the reactants needed to synthesize it. The reactants are: [Si:1]([O:8][CH2:9][C:10]1[N:11]([CH3:24])[C:12]2[C:17]([CH:18]=1)=[CH:16][C:15]1[C:19](=O)[CH2:20][CH2:21][CH2:22][C:14]=1[CH:13]=2)([C:4]([CH3:7])([CH3:6])[CH3:5])([CH3:3])[CH3:2].[CH3:25][O:26][C:27]1[CH:34]=[C:33]([O:35][CH3:36])[CH:32]=[CH:31][C:28]=1[CH2:29][NH2:30].CCN(CC)CC.